This data is from Full USPTO retrosynthesis dataset with 1.9M reactions from patents (1976-2016). The task is: Predict the reactants needed to synthesize the given product. (1) Given the product [Cl:1][C:2]1[CH:3]=[CH:4][C:5]([F:37])=[C:6]([C:8]2[CH:9]=[CH:10][C:11]([CH2:14][N:15]([CH2:31][C@@H:32]([OH:36])[C:33]([O:35][CH2:44][O:43][C:38](=[O:42])[CH2:39][CH2:40][CH3:41])=[O:34])[NH:16][C:17]([C:19]3[NH:23][C:22](=[O:24])[N:21]([C:25]4[CH:30]=[CH:29][CH:28]=[CH:27][CH:26]=4)[N:20]=3)=[O:18])=[CH:12][CH:13]=2)[CH:7]=1, predict the reactants needed to synthesize it. The reactants are: [Cl:1][C:2]1[CH:3]=[CH:4][C:5]([F:37])=[C:6]([C:8]2[CH:13]=[CH:12][C:11]([CH2:14][N:15]([CH2:31][C@@H:32]([OH:36])[C:33]([OH:35])=[O:34])[NH:16][C:17]([C:19]3[NH:23][C:22](=[O:24])[N:21]([C:25]4[CH:30]=[CH:29][CH:28]=[CH:27][CH:26]=4)[N:20]=3)=[O:18])=[CH:10][CH:9]=2)[CH:7]=1.[C:38]([O:43][CH2:44]Cl)(=[O:42])[CH2:39][CH2:40][CH3:41].[Na+].[I-].CC1C=CC=C(C)N=1. (2) Given the product [Br:1][C:2]1[CH:3]=[C:4]2[C:9](=[CH:10][CH:11]=1)[C:8](=[O:12])[N:7]([CH2:20][C:21]1[CH:22]=[CH:23][C:24]([S:27]([CH3:30])(=[O:29])=[O:28])=[CH:25][CH:26]=1)[CH:6]=[CH:5]2, predict the reactants needed to synthesize it. The reactants are: [Br:1][C:2]1[CH:3]=[C:4]2[C:9](=[CH:10][CH:11]=1)[C:8](=[O:12])[NH:7][CH:6]=[CH:5]2.C(=O)([O-])[O-].[K+].[K+].Cl[CH2:20][C:21]1[CH:26]=[CH:25][C:24]([S:27]([CH3:30])(=[O:29])=[O:28])=[CH:23][CH:22]=1.CN(C=O)C. (3) The reactants are: O1B([C@@H](NC(=O)[C@@H](NC(C2C=NC=CN=2)=O)CC2C=CC=CC=2)CC(C)C)[O:5][B:4]([C@@H:32]([NH:37][C:38](=[O:56])[C@@H:39]([NH:47][C:48]([C:50]2[CH:55]=[N:54][CH:53]=[CH:52][N:51]=2)=[O:49])[CH2:40][C:41]2[CH:46]=[CH:45][CH:44]=[CH:43][CH:42]=2)[CH2:33][CH:34]([CH3:36])[CH3:35])[O:3]B1[C@@H](NC(=O)[C@@H](NC(C1C=NC=CN=1)=O)CC1C=CC=CC=1)CC(C)C.[C:82](O)(=[O:89])[C@H:83]([CH2:85][C:86]([OH:88])=[O:87])O. Given the product [CH3:35][CH:34]([CH3:36])[CH2:33][C@@H:32]([B:4]1[O:5][C@@H:83]([CH2:85][C:86]([OH:88])=[O:87])[C:82](=[O:89])[O:3]1)[NH:37][C:38](=[O:56])[C@@H:39]([NH:47][C:48]([C:50]1[CH:55]=[N:54][CH:53]=[CH:52][N:51]=1)=[O:49])[CH2:40][C:41]1[CH:46]=[CH:45][CH:44]=[CH:43][CH:42]=1, predict the reactants needed to synthesize it. (4) Given the product [N:3]1([C:18]([O:20][CH2:21][C:22]2[CH:27]=[CH:26][CH:25]=[CH:24][CH:23]=2)=[O:19])[CH2:8][CH2:7][CH:6]([CH:9]2[CH2:14][CH2:13][NH:12][CH2:11][CH2:10]2)[CH2:5][CH2:4]1, predict the reactants needed to synthesize it. The reactants are: Cl.Cl.[NH:3]1[CH2:8][CH2:7][CH:6]([CH:9]2[CH2:14][CH2:13][NH:12][CH2:11][CH2:10]2)[CH2:5][CH2:4]1.CO.Cl[C:18]([O:20][CH2:21][C:22]1[CH:27]=[CH:26][CH:25]=[CH:24][CH:23]=1)=[O:19].[OH-].[Na+]. (5) Given the product [C:42]([O:41][C:9]([N:8]([C:13]1[C:12]([C:11]2[O:10][N:20]=[C:23]([CH2:24][C:25]3[CH:38]=[CH:37][C:28]([CH2:29][O:30][C:31]4[CH:36]=[CH:35][CH:34]=[CH:33][N:32]=4)=[CH:27][CH:26]=3)[CH:18]=2)=[CH:17][CH:16]=[CH:15][N:14]=1)[C:6]([O:5][C:1]([CH3:3])([CH3:4])[CH3:2])=[O:7])=[O:19])([CH3:45])([CH3:44])[CH3:43], predict the reactants needed to synthesize it. The reactants are: [C:1]([O:5][C:6]([N:8]1[C:13]2[N:14]=[CH:15][CH:16]=[CH:17][C:12]=2[C:11](=[CH2:18])[O:10][C:9]1=[O:19])=[O:7])([CH3:4])([CH3:3])[CH3:2].[N+:20]([CH2:23][CH2:24][C:25]1[CH:38]=[CH:37][C:28]([CH2:29][O:30][C:31]2[CH:36]=[CH:35][CH:34]=[CH:33][N:32]=2)=[CH:27][CH:26]=1)([O-])=O.C(OC([O:41][C:42]([CH3:45])([CH3:44])[CH3:43])=O)([O:41][C:42]([CH3:45])([CH3:44])[CH3:43])=O. (6) Given the product [Cl:1][C:2]1[CH:7]=[C:6]([C:8]2[N:12]=[C:11]([C:13]3[N:14]=[C:15]4[C:20]([Cl:21])=[CH:19][C:18]([C:22]([F:23])([F:25])[F:24])=[CH:17][N:16]4[CH:26]=3)[O:10][N:9]=2)[C:5]([Cl:27])=[CH:4][C:3]=1[O:28][CH2:32][CH:33]([OH:35])[CH3:34], predict the reactants needed to synthesize it. The reactants are: [Cl:1][C:2]1[CH:7]=[C:6]([C:8]2[N:12]=[C:11]([C:13]3[N:14]=[C:15]4[C:20]([Cl:21])=[CH:19][C:18]([C:22]([F:25])([F:24])[F:23])=[CH:17][N:16]4[CH:26]=3)[O:10][N:9]=2)[C:5]([Cl:27])=[CH:4][C:3]=1[OH:28].[OH-].[Na+].Br[CH2:32][CH:33]([OH:35])[CH3:34]. (7) Given the product [NH2:31][S:28]([NH:2][CH2:3][CH2:4][NH:5][C:6]1[C:7]([C:11](=[N:12][OH:13])[NH:15][C:16]2[CH:21]=[CH:20][CH:19]=[C:18]([C:22]([F:25])([F:24])[F:23])[CH:17]=2)=[N:8][O:9][N:10]=1)(=[O:30])=[O:29], predict the reactants needed to synthesize it. The reactants are: I.[NH2:2][CH2:3][CH2:4][NH:5][C:6]1[C:7]([C:11]2[N:15]([C:16]3[CH:21]=[CH:20][CH:19]=[C:18]([C:22]([F:25])([F:24])[F:23])[CH:17]=3)C(=O)[O:13][N:12]=2)=[N:8][O:9][N:10]=1.Cl[S:28]([NH:31]C(=O)OC(C)(C)C)(=[O:30])=[O:29].C(N(CC)CC)C.FC(F)(F)C(O)=O.[OH-].[Na+].O.C(O)(=O)C. (8) Given the product [F:19][C:18]([F:21])([F:20])[C:15]1[CH:16]=[CH:17][C:12]([O:11][C:8]2[CH:9]=[CH:10][C:5]([O:4][C:2]([N:28]3[CH2:27][CH2:26][CH:25]([N:24]([CH3:23])[CH2:31][CH2:32][C:33]4[CH:38]=[CH:37][CH:36]=[CH:35][CH:34]=4)[CH2:30][CH2:29]3)=[O:3])=[CH:6][CH:7]=2)=[N:13][CH:14]=1, predict the reactants needed to synthesize it. The reactants are: Cl[C:2]([O:4][C:5]1[CH:10]=[CH:9][C:8]([O:11][C:12]2[CH:17]=[CH:16][C:15]([C:18]([F:21])([F:20])[F:19])=[CH:14][N:13]=2)=[CH:7][CH:6]=1)=[O:3].Cl.[CH3:23][N:24]([CH2:31][CH2:32][C:33]1[CH:38]=[CH:37][CH:36]=[CH:35][CH:34]=1)[CH:25]1[CH2:30][CH2:29][NH:28][CH2:27][CH2:26]1. (9) Given the product [CH3:24][C@H:23]1[NH:4][C:15](=[O:16])[CH:14]([NH:13][C:11](=[O:12])[O:10][C:6]([CH3:9])([CH3:8])[CH3:7])[CH2:21][C@H:22]1[C:26]1[CH:31]=[CH:30][CH:29]=[CH:28][C:27]=1[CH3:32], predict the reactants needed to synthesize it. The reactants are: C([NH2:4])(C)C.Cl.[C:6]([O:10][C:11]([NH:13][CH:14]([CH2:21][CH:22]([C:26]1[CH:31]=[CH:30][CH:29]=[CH:28][C:27]=1[CH3:32])[C:23](=O)[CH3:24])[C:15](OC(C)C)=[O:16])=[O:12])([CH3:9])([CH3:8])[CH3:7].